From a dataset of Reaction yield outcomes from USPTO patents with 853,638 reactions. Predict the reaction yield, written as a fraction of the theoretical maximum amount of product (1.0 means a 100% yield; for example, 0.34 means a 34% yield). (1) The reactants are [Cl:1][C:2]1[C:3]2[C@H:10]([CH3:11])[CH2:9][CH2:8][C:4]=2[N:5]=[CH:6][N:7]=1.C1C=C(Cl)C=C(C(OO)=[O:20])C=1.[O-]S([O-])(=S)=O.[Na+].[Na+].C([O-])([O-])=O.[Na+].[Na+]. The catalyst is C(Cl)(Cl)Cl.O. The product is [Cl:1][C:2]1[N:7]=[CH:6][N+:5]([O-:20])=[C:4]2[CH2:8][CH2:9][C@@H:10]([CH3:11])[C:3]=12. The yield is 0.530. (2) The reactants are Cl[C:2]1[N:3]([CH2:18][CH2:19][CH3:20])[C:4](=[O:17])[C:5]2[NH:6][C:7]([C:11]3[CH:12]=[N:13][N:14]([CH3:16])[CH:15]=3)=[N:8][C:9]=2[N:10]=1.CN1CCCC1=O.C(=O)([O-])[O-].[K+].[K+].[F:34][C:35]1[CH:36]=[C:37]([OH:41])[CH:38]=[CH:39][CH:40]=1. The catalyst is O. The product is [F:34][C:35]1[CH:36]=[C:37]([CH:38]=[CH:39][CH:40]=1)[O:41][C:2]1[N:3]([CH2:18][CH2:19][CH3:20])[C:4](=[O:17])[C:5]2[NH:6][C:7]([C:11]3[CH:12]=[N:13][N:14]([CH3:16])[CH:15]=3)=[N:8][C:9]=2[N:10]=1. The yield is 0.750.